Dataset: Forward reaction prediction with 1.9M reactions from USPTO patents (1976-2016). Task: Predict the product of the given reaction. (1) Given the reactants [NH2:1][C:2]1[N:10]=[CH:9][CH:8]=[CH:7][C:3]=1[C:4]([OH:6])=O.ON1C2C=CC=CC=2N=N1.CCN=C=NCCCN(C)C.[F:32][C:33]1[CH:47]=[CH:46][CH:45]=[CH:44][C:34]=1[O:35][C:36]1[CH:37]=[C:38]([CH:41]=[CH:42][CH:43]=1)[CH2:39][NH2:40].C(=O)(O)[O-].[Na+], predict the reaction product. The product is: [F:32][C:33]1[CH:47]=[CH:46][CH:45]=[CH:44][C:34]=1[O:35][C:36]1[CH:37]=[C:38]([CH2:39][NH:40][C:4](=[O:6])[C:3]2[CH:7]=[CH:8][CH:9]=[N:10][C:2]=2[NH2:1])[CH:41]=[CH:42][CH:43]=1. (2) The product is: [CH2:9]([C:11]1[CH:16]=[C:15]([C:2]2[CH:8]=[CH:7][C:5]([NH2:6])=[CH:4][CH:3]=2)[CH:14]=[CH:13][CH:12]=1)[CH3:10]. Given the reactants Br[C:2]1[CH:8]=[CH:7][C:5]([NH2:6])=[CH:4][CH:3]=1.[CH2:9]([C:11]1[CH:12]=[C:13](B(O)O)[CH:14]=[CH:15][CH:16]=1)[CH3:10], predict the reaction product. (3) Given the reactants [Cl:1][C:2]1[CH:3]=[C:4]2[C:9](=[CH:10][C:11]=1[O:12][C:13]1[CH:21]=[CH:20][C:16]([C:17](O)=[O:18])=[CH:15][CH:14]=1)[O:8][CH2:7][CH2:6][CH:5]2[C:22]([O:24][CH2:25][CH3:26])=[O:23].C(Cl)(=O)C(Cl)=O.[Cl:33][C:34]1[C:35]([CH2:41][CH2:42][NH2:43])=[N:36][CH:37]=[C:38]([Cl:40])[CH:39]=1.CCN(C(C)C)C(C)C, predict the reaction product. The product is: [Cl:1][C:2]1[CH:3]=[C:4]2[C:9](=[CH:10][C:11]=1[O:12][C:13]1[CH:14]=[CH:15][C:16]([C:17](=[O:18])[NH:43][CH2:42][CH2:41][C:35]3[C:34]([Cl:33])=[CH:39][C:38]([Cl:40])=[CH:37][N:36]=3)=[CH:20][CH:21]=1)[O:8][CH2:7][CH2:6][CH:5]2[C:22]([O:24][CH2:25][CH3:26])=[O:23]. (4) Given the reactants [NH2:1][C:2]1[CH:9]=[CH:8][C:5]([C:6]#[N:7])=[C:4]([O:10][C:11]([F:14])([F:13])[F:12])[CH:3]=1.[OH-:15].[Na+], predict the reaction product. The product is: [NH2:1][C:2]1[CH:9]=[CH:8][C:5]([C:6]([NH2:7])=[O:15])=[C:4]([O:10][C:11]([F:12])([F:13])[F:14])[CH:3]=1.